Dataset: Reaction yield outcomes from USPTO patents with 853,638 reactions. Task: Predict the reaction yield, written as a fraction of the theoretical maximum amount of product (1.0 means a 100% yield; for example, 0.34 means a 34% yield). The reactants are [Cl:1][C:2]1[N:3]=[C:4]([N:11]2[CH2:16][CH2:15][O:14][CH2:13][CH2:12]2)[C:5]2[S:10][CH:9]=[CH:8][C:6]=2[N:7]=1.[I:17]I. The catalyst is CCCCCC.C1COCC1. The product is [Cl:1][C:2]1[N:3]=[C:4]([N:11]2[CH2:16][CH2:15][O:14][CH2:13][CH2:12]2)[C:5]2[S:10][C:9]([I:17])=[CH:8][C:6]=2[N:7]=1. The yield is 0.750.